Dataset: Peptide-MHC class I binding affinity with 185,985 pairs from IEDB/IMGT. Task: Regression. Given a peptide amino acid sequence and an MHC pseudo amino acid sequence, predict their binding affinity value. This is MHC class I binding data. (1) The peptide sequence is SPLPSLEYGA. The MHC is HLA-B53:01 with pseudo-sequence HLA-B53:01. The binding affinity (normalized) is 0.129. (2) The peptide sequence is MAVTAAPYI. The MHC is HLA-A24:03 with pseudo-sequence HLA-A24:03. The binding affinity (normalized) is 0.0847. (3) The peptide sequence is VADLSARNK. The MHC is HLA-A33:01 with pseudo-sequence HLA-A33:01. The binding affinity (normalized) is 0.134. (4) The peptide sequence is KMYWITRSK. The MHC is HLA-B15:01 with pseudo-sequence HLA-B15:01. The binding affinity (normalized) is 0.0847. (5) The peptide sequence is LLDSHYESV. The MHC is HLA-A68:02 with pseudo-sequence HLA-A68:02. The binding affinity (normalized) is 0.124. (6) The peptide sequence is YYPEDPVKL. The MHC is HLA-B39:01 with pseudo-sequence HLA-B39:01. The binding affinity (normalized) is 0.0847. (7) The peptide sequence is QLVESGGGLV. The MHC is HLA-A02:03 with pseudo-sequence HLA-A02:03. The binding affinity (normalized) is 0.807.